From a dataset of Full USPTO retrosynthesis dataset with 1.9M reactions from patents (1976-2016). Predict the reactants needed to synthesize the given product. (1) Given the product [CH3:1][N:2]1[C:10]2[N:9]=[C:8]([O:11][C:12]3[CH:17]=[CH:16][CH:15]=[C:14]([O:18][C:19]([F:21])([F:22])[F:20])[CH:13]=3)[N:7]([CH2:23][O:24][CH2:25][CH2:26][Si:27]([CH3:28])([CH3:30])[CH3:29])[C:6]=2[C:5](=[O:31])[N:4]([CH2:38][CH2:39][C:40]([F:43])([F:42])[F:41])[C:3]1=[O:32], predict the reactants needed to synthesize it. The reactants are: [CH3:1][N:2]1[C:10]2[N:9]=[C:8]([O:11][C:12]3[CH:17]=[CH:16][CH:15]=[C:14]([O:18][C:19]([F:22])([F:21])[F:20])[CH:13]=3)[N:7]([CH2:23][O:24][CH2:25][CH2:26][Si:27]([CH3:30])([CH3:29])[CH3:28])[C:6]=2[C:5](=[O:31])[NH:4][C:3]1=[O:32].CS(O[CH2:38][CH2:39][C:40]([F:43])([F:42])[F:41])(=O)=O.C(=O)([O-])[O-].[K+].[K+]. (2) Given the product [Cl:49][C:43]1[CH:44]=[N:45][CH:46]=[C:47]([Cl:48])[C:42]=1[NH:41][C:1](=[O:5])[C:2]([C:15]1[N:16]2[C:21]([CH:20]=[CH:19][CH:18]=[CH:17]2)=[C:13]([CH2:12][C:11]2[CH:22]=[CH:23][C:8]([F:7])=[CH:9][CH:10]=2)[CH:14]=1)=[O:3], predict the reactants needed to synthesize it. The reactants are: [C:1](Cl)(=[O:5])[C:2](Cl)=[O:3].[F:7][C:8]1[CH:23]=[CH:22][C:11]([CH2:12][C:13]2[CH:14]=[CH:15][N:16]3[C:21]=2[CH:20]=[CH:19][CH:18]=[CH:17]3)=[CH:10][CH:9]=1.[N+](C1C=CC(O)=CC=1)([O-])=O.C(N(CC)CC)C.[NH2:41][C:42]1[C:47]([Cl:48])=[CH:46][N:45]=[CH:44][C:43]=1[Cl:49].CN(C=O)C. (3) Given the product [ClH:1].[N:10]1([C:6]2[CH:5]=[C:4]([CH2:3][OH:2])[CH:9]=[CH:8][CH:7]=2)[CH2:15][CH2:14][NH:13][CH2:12][CH2:11]1, predict the reactants needed to synthesize it. The reactants are: [ClH:1].[OH:2][CH2:3][C:4]1[CH:5]=[C:6]([N:10]2[CH2:15][CH2:14][N:13](C(OC(C)(C)C)=O)[CH2:12][CH2:11]2)[CH:7]=[CH:8][CH:9]=1. (4) Given the product [NH2:21][C:20]1[CH:22]=[CH:23][C:24]([O:25][C:2]2[CH:9]=[CH:8][CH:7]=[C:6]([F:10])[C:3]=2[C:4]#[N:5])=[C:18]([Cl:17])[CH:19]=1, predict the reactants needed to synthesize it. The reactants are: F[C:2]1[CH:9]=[CH:8][CH:7]=[C:6]([F:10])[C:3]=1[C:4]#[N:5].C(=O)([O-])[O-].[K+].[K+].[Cl:17][C:18]1[CH:19]=[C:20]([CH:22]=[CH:23][C:24]=1[OH:25])[NH2:21]. (5) Given the product [CH2:40]([O:39][CH:4]([O:3][CH2:1][CH3:2])[C:5]1[CH:6]=[C:7]([CH:11]2[NH:12][C:13]3[C:18]4[C:19](=[N:85][NH:86][C:35](=[O:36])[C:17]=4[CH:16]=[CH:15][CH:14]=3)[CH:20]2[C:21]2[CH:26]=[CH:25][CH:24]=[C:23]([CH:27]([O:28][CH2:29][CH3:30])[O:31][CH2:32][CH3:33])[CH:22]=2)[CH:8]=[CH:9][CH:10]=1)[CH3:41], predict the reactants needed to synthesize it. The reactants are: [CH2:1]([O:3][CH:4]([O:39][CH2:40][CH3:41])[C:5]1[CH:6]=[C:7]([CH:11]2[CH:20]([C:21]3[CH:26]=[CH:25][CH:24]=[C:23]([CH:27]([O:31][CH2:32][CH3:33])[O:28][CH2:29][CH3:30])[CH:22]=3)[C:19](=O)[C:18]3[C:17]([C:35](OC)=[O:36])=[CH:16][CH:15]=[CH:14][C:13]=3[NH:12]2)[CH:8]=[CH:9][CH:10]=1)[CH3:2].C(OC(OCC)C1C=C(C2C(C3C=CC=C(C(OCC)OCC)C=3)C(=O)C3C(C(OCC)=O)=CC=CC=3N2)C=CC=1)C.O.[NH2:85][NH2:86]. (6) Given the product [CH:3]1([CH2:9][C:10]#[C:11][Si:12]([CH2:17][CH3:18])([CH2:15][CH3:16])[CH2:13][CH3:14])[CH2:8][CH2:7][CH2:6][CH2:5][CH2:4]1, predict the reactants needed to synthesize it. The reactants are: [OH-].[Na+].[CH:3]1([C:9]#[C:10][CH3:11])[CH2:8][CH2:7][CH2:6][CH2:5][CH2:4]1.[SiH:12]([CH2:17][CH3:18])([CH2:15][CH3:16])[CH2:13][CH3:14].